From a dataset of Full USPTO retrosynthesis dataset with 1.9M reactions from patents (1976-2016). Predict the reactants needed to synthesize the given product. Given the product [CH2:10]([S:9][C:3]1[N:2]([CH3:1])[C:6]([CH2:7][OH:8])=[CH:5][N:4]=1)[CH3:11], predict the reactants needed to synthesize it. The reactants are: [CH3:1][N:2]1[C:6]([CH2:7][OH:8])=[CH:5][N:4]=[C:3]1[SH:9].[CH3:10][C:11](C)([O-])C.[K+].C(I)C.